From a dataset of Peptide-MHC class II binding affinity with 134,281 pairs from IEDB. Regression. Given a peptide amino acid sequence and an MHC pseudo amino acid sequence, predict their binding affinity value. This is MHC class II binding data. The peptide sequence is YEGLSYRSLQPEEFA. The MHC is DRB1_0802 with pseudo-sequence DRB1_0802. The binding affinity (normalized) is 0.128.